From a dataset of Forward reaction prediction with 1.9M reactions from USPTO patents (1976-2016). Predict the product of the given reaction. (1) Given the reactants [N:1]1[CH:6]=[CH:5][C:4]([CH:7]2[CH2:10][N:9](C(OC(C)(C)C)=O)[CH2:8]2)=[CH:3][CH:2]=1, predict the reaction product. The product is: [N:1]1[CH:6]=[CH:5][C:4]([CH:7]2[CH2:10][NH:9][CH2:8]2)=[CH:3][CH:2]=1. (2) The product is: [C:1]1([C:7]2([CH2:13][CH2:14][C:15]3[O:17][N:21]=[C:20]([C:22]4[CH:23]=[CH:24][C:25]([CH2:26][N:27]5[CH2:28][CH:29]([C:31]([O:33][C:34]([CH3:35])([CH3:37])[CH3:36])=[O:32])[CH2:30]5)=[CH:38][CH:39]=4)[N:19]=3)[CH2:8][CH2:9][CH2:10][CH2:11][CH2:12]2)[CH:2]=[CH:3][CH:4]=[CH:5][CH:6]=1. Given the reactants [C:1]1([C:7]2([CH2:13][CH2:14][C:15]([OH:17])=O)[CH2:12][CH2:11][CH2:10][CH2:9][CH2:8]2)[CH:6]=[CH:5][CH:4]=[CH:3][CH:2]=1.O/[N:19]=[C:20](/[C:22]1[CH:39]=[CH:38][C:25]([CH2:26][N:27]2[CH2:30][CH:29]([C:31]([O:33][C:34]([CH3:37])([CH3:36])[CH3:35])=[O:32])[CH2:28]2)=[CH:24][CH:23]=1)\[NH2:21].C(N=C=NC(C)C)(C)C.CCCC[N+](CCCC)(CCCC)CCCC.[F-], predict the reaction product. (3) Given the reactants [CH3:1][CH:2]([NH:4][C:5]1[CH:9]=[CH:8][S:7][C:6]=1[C:10]([O:12][CH3:13])=[O:11])[CH3:3].[F:14][C:15]([F:26])([F:25])[C:16](O[C:16](=[O:17])[C:15]([F:26])([F:25])[F:14])=[O:17], predict the reaction product. The product is: [CH3:3][CH:2]([N:4]([C:16](=[O:17])[C:15]([F:26])([F:25])[F:14])[C:5]1[CH:9]=[CH:8][S:7][C:6]=1[C:10]([O:12][CH3:13])=[O:11])[CH3:1]. (4) Given the reactants [CH3:1][C:2]1[C:7]([CH3:8])=[CH:6][CH:5]=[CH:4][C:3]=1B(O)O.Cl[C:13]1[N:18]=[C:17]([NH2:19])[N:16]=[C:15]([NH:20][CH2:21][C:22]([CH3:25])([CH3:24])[CH3:23])[CH:14]=1, predict the reaction product. The product is: [CH3:1][C:2]1[C:7]([CH3:8])=[CH:6][CH:5]=[CH:4][C:3]=1[C:13]1[N:18]=[C:17]([NH2:19])[N:16]=[C:15]([NH:20][CH2:21][C:22]([CH3:25])([CH3:24])[CH3:23])[CH:14]=1.